Dataset: hERG potassium channel inhibition data for cardiac toxicity prediction from Karim et al.. Task: Regression/Classification. Given a drug SMILES string, predict its toxicity properties. Task type varies by dataset: regression for continuous values (e.g., LD50, hERG inhibition percentage) or binary classification for toxic/non-toxic outcomes (e.g., AMES mutagenicity, cardiotoxicity, hepatotoxicity). Dataset: herg_karim. (1) The molecule is Cc1c2c(n3c1CCCN1CC(F)CC1CNc1cc-3ccc1C(N)=O)CC(C)(C)CC2=O. The result is 0 (non-blocker). (2) The drug is Cc1cncc(-c2c(C)c(CNC3CCCC3)nn2-c2ncccc2Cl)c1. The result is 1 (blocker). (3) The molecule is CCCC1(C(=O)c2ccc(N)c(Cl)c2)CCCN1. The result is 0 (non-blocker). (4) The drug is COc1cccc2c1nc(N)n1nc(CN3CCN(c4ncccn4)C[C@H]3C)nc21. The result is 0 (non-blocker). (5) The compound is CNC(=O)[C@@H](C)Oc1cccc2ncnc(Nc3ccc(OCc4ccccn4)c(Cl)c3)c12. The result is 0 (non-blocker). (6) The drug is CCCCCCCN1CCC(C(=O)c2ccc(Cl)cc2)CC1. The result is 1 (blocker).